The task is: Regression. Given a peptide amino acid sequence and an MHC pseudo amino acid sequence, predict their binding affinity value. This is MHC class II binding data.. This data is from Peptide-MHC class II binding affinity with 134,281 pairs from IEDB. The peptide sequence is IGSYVAFLSQTFAFI. The MHC is DRB1_0101 with pseudo-sequence DRB1_0101. The binding affinity (normalized) is 0.159.